Dataset: Peptide-MHC class II binding affinity with 134,281 pairs from IEDB. Task: Regression. Given a peptide amino acid sequence and an MHC pseudo amino acid sequence, predict their binding affinity value. This is MHC class II binding data. (1) The peptide sequence is IKLPIILAFATCFLIP. The MHC is DRB1_1501 with pseudo-sequence DRB1_1501. The binding affinity (normalized) is 0.756. (2) The peptide sequence is IYKASPTLAFPAGVC. The MHC is HLA-DQA10401-DQB10402 with pseudo-sequence HLA-DQA10401-DQB10402. The binding affinity (normalized) is 0.268. (3) The peptide sequence is ANEAVQDPKFWELVD. The MHC is DRB3_0101 with pseudo-sequence DRB3_0101. The binding affinity (normalized) is 0.533. (4) The peptide sequence is NGILKKLSSIKSKSR. The MHC is DRB1_0701 with pseudo-sequence DRB1_0701. The binding affinity (normalized) is 0.290. (5) The peptide sequence is EEREVLMWKFDSALARKH. The MHC is DRB1_0101 with pseudo-sequence DRB1_0101. The binding affinity (normalized) is 0.521. (6) The peptide sequence is YFRNEQSIPPLIKKY. The MHC is HLA-DPA10103-DPB10401 with pseudo-sequence HLA-DPA10103-DPB10401. The binding affinity (normalized) is 0.229. (7) The peptide sequence is LFKVRNGGEIGAVAL. The MHC is DRB1_0404 with pseudo-sequence DRB1_0404. The binding affinity (normalized) is 0.508. (8) The peptide sequence is NLEIDMIVDTISDFR. The MHC is DRB3_0202 with pseudo-sequence DRB3_0202. The binding affinity (normalized) is 0.145.